This data is from Full USPTO retrosynthesis dataset with 1.9M reactions from patents (1976-2016). The task is: Predict the reactants needed to synthesize the given product. (1) Given the product [CH3:28][N:27]([CH:24]1[CH2:25][CH2:26][N:21]([C:14]([O:16][C:17]([CH3:20])([CH3:19])[CH3:18])=[O:15])[CH2:22][CH2:23]1)[C:11]([C:7]1[CH:6]=[C:5]2[C:10](=[CH:9][CH:8]=1)[C:2](=[O:1])[O:3][CH2:4]2)=[O:13], predict the reactants needed to synthesize it. The reactants are: [O:1]=[C:2]1[C:10]2[C:5](=[CH:6][C:7]([C:11]([OH:13])=O)=[CH:8][CH:9]=2)[CH2:4][O:3]1.[C:14]([N:21]1[CH2:26][CH2:25][CH:24]([NH:27][CH3:28])[CH2:23][CH2:22]1)([O:16][C:17]([CH3:20])([CH3:19])[CH3:18])=[O:15].C1C=CC2N(O)N=NC=2C=1.C(Cl)CCl.CN1CCOCC1. (2) Given the product [CH2:16]([O:15][SiH:14]([O:21][CH2:22][CH3:23])[O:18][CH2:19][CH3:20])[CH3:17].[O:30]1[C:24]2[CH:25]=[CH:26][CH:27]=[CH:28][C:13]=2[CH:12]=[CH:11][NH:10]1, predict the reactants needed to synthesize it. The reactants are: C=O.S([O-])([O-])(=O)=O.[Na+].[Na+].[NH2:10][CH2:11][CH2:12][CH2:13][Si:14]([O:21][CH2:22][CH3:23])([O:18][CH2:19][CH3:20])[O:15][CH2:16][CH3:17].[C:24]1([OH:30])C=[CH:28][CH:27]=[CH:26][CH:25]=1. (3) Given the product [NH2:19][C:10]1[C:9]2[N:8]=[C:7]([CH2:20][CH2:21][O:22][CH3:23])[N:6]([CH2:5][CH2:4][CH2:3][CH2:2][NH:1][C:34]([C:26]3[CH:25]=[N:24][C:33]4[C:28]([CH:27]=3)=[CH:29][CH:30]=[CH:31][CH:32]=4)=[O:35])[C:18]=2[C:17]2[CH:16]=[CH:15][CH:14]=[CH:13][C:12]=2[N:11]=1, predict the reactants needed to synthesize it. The reactants are: [NH2:1][CH2:2][CH2:3][CH2:4][CH2:5][N:6]1[C:18]2[C:17]3[CH:16]=[CH:15][CH:14]=[CH:13][C:12]=3[N:11]=[C:10]([NH2:19])[C:9]=2[N:8]=[C:7]1[CH2:20][CH2:21][O:22][CH3:23].[N:24]1[C:33]2[C:28](=[CH:29][CH:30]=[CH:31][CH:32]=2)[CH:27]=[C:26]([C:34](O)=[O:35])[CH:25]=1. (4) Given the product [CH3:23][S:24]([O:1][CH2:2][C@@H:3]1[O:7][C:6](=[O:8])[N:5]([C:9]2[CH:14]=[CH:13][CH:12]=[C:11]([F:15])[CH:10]=2)[CH2:4]1)(=[O:26])=[O:25], predict the reactants needed to synthesize it. The reactants are: [OH:1][CH2:2][C@@H:3]1[O:7][C:6](=[O:8])[N:5]([C:9]2[CH:14]=[CH:13][CH:12]=[C:11]([F:15])[CH:10]=2)[CH2:4]1.C(N(CC)CC)C.[CH3:23][S:24](Cl)(=[O:26])=[O:25].O. (5) Given the product [O:38]1[CH2:42][CH2:41][O:40][CH:39]1[CH2:43][NH:44][C:21]1[N:20]=[C:19]([O:18][C:11]2[C:12]3[C:17](=[CH:16][CH:15]=[CH:14][CH:13]=3)[C:8]([NH:7][C:5](=[O:6])[C:4]3[CH:29]=[C:30]([N:32]4[CH2:37][CH2:36][CH2:35][CH2:34][CH2:33]4)[CH:31]=[C:2]([F:1])[CH:3]=3)=[CH:9][CH:10]=2)[CH:24]=[CH:23][N:22]=1, predict the reactants needed to synthesize it. The reactants are: [F:1][C:2]1[CH:3]=[C:4]([CH:29]=[C:30]([N:32]2[CH2:37][CH2:36][CH2:35][CH2:34][CH2:33]2)[CH:31]=1)[C:5]([NH:7][C:8]1[C:17]2[C:12](=[CH:13][CH:14]=[CH:15][CH:16]=2)[C:11]([O:18][C:19]2[CH:24]=[CH:23][N:22]=[C:21](S(C)(=O)=O)[N:20]=2)=[CH:10][CH:9]=1)=[O:6].[O:38]1[CH2:42][CH2:41][O:40][CH:39]1[CH2:43][NH2:44]. (6) Given the product [N+:20]([C:23]1[CH:24]=[CH:25][C:26]([C:27]([NH:1][C:2]2[CH:10]=[CH:9][C:5]([C:6]([OH:8])=[O:7])=[CH:4][CH:3]=2)=[O:28])=[CH:30][CH:31]=1)([O-:22])=[O:21], predict the reactants needed to synthesize it. The reactants are: [NH2:1][C:2]1[CH:10]=[CH:9][C:5]([C:6]([OH:8])=[O:7])=[CH:4][CH:3]=1.CN(C)C1C=CC=CC=1.[N+:20]([C:23]1[CH:31]=[CH:30][C:26]([C:27](Cl)=[O:28])=[CH:25][CH:24]=1)([O-:22])=[O:21]. (7) The reactants are: [CH3:1][O:2][C:3]1[CH:4]=[C:5]2[C:10](=[CH:11][C:12]=1[O:13][CH3:14])[N:9]=[CH:8][N:7]=[C:6]2[O:15][C:16]1[CH:17]=[CH:18][C:19]([CH2:22][C:23](O)=[O:24])=[N:20][CH:21]=1.[NH2:26][C:27]1[CH:36]=[C:35]2[C:30]([CH2:31][CH2:32][CH2:33][NH:34]2)=[CH:29][CH:28]=1.C(N(C(C)C)CC)(C)C.F[P-](F)(F)(F)(F)F.N1(OC(N(C)C)=[N+](C)C)C2N=CC=CC=2N=N1. Given the product [NH:34]1[C:35]2[C:30](=[CH:29][CH:28]=[C:27]([NH:26][C:23](=[O:24])[CH2:22][C:19]3[CH:18]=[CH:17][C:16]([O:15][C:6]4[C:5]5[C:10](=[CH:11][C:12]([O:13][CH3:14])=[C:3]([O:2][CH3:1])[CH:4]=5)[N:9]=[CH:8][N:7]=4)=[CH:21][N:20]=3)[CH:36]=2)[CH2:31][CH2:32][CH2:33]1, predict the reactants needed to synthesize it.